From a dataset of Full USPTO retrosynthesis dataset with 1.9M reactions from patents (1976-2016). Predict the reactants needed to synthesize the given product. (1) Given the product [ClH:58].[NH2:49][C@@H:16]([CH2:15][C:13]([OH:14])=[O:12])[C:17]([NH:19][CH2:20][C:21](=[C:23]1[CH2:28][CH2:27][CH2:26][N:25]([C:29]2[C:38]([O:39][CH3:40])=[C:37]3[C:32]([C:33](=[O:47])[C:34]([C:44]([OH:46])=[O:45])=[CH:35][N:36]3[CH:41]3[CH2:43][CH2:42]3)=[CH:31][C:30]=2[F:48])[CH2:24]1)[F:22])=[O:18], predict the reactants needed to synthesize it. The reactants are: C(O)(C(F)(F)F)=O.C([O:12][C:13]([CH2:15][C@H:16]([NH:49]C(OC(C)(C)C)=O)[C:17]([NH:19][CH2:20][C:21](=[C:23]1[CH2:28][CH2:27][CH2:26][N:25]([C:29]2[C:38]([O:39][CH3:40])=[C:37]3[C:32]([C:33](=[O:47])[C:34]([C:44]([OH:46])=[O:45])=[CH:35][N:36]3[CH:41]3[CH2:43][CH2:42]3)=[CH:31][C:30]=2[F:48])[CH2:24]1)[F:22])=[O:18])=[O:14])(C)(C)C.C(Cl)[Cl:58]. (2) Given the product [CH2:12]([O:1][C:2]1[CH:7]=[CH:6][C:5]([C:8]([F:9])([F:10])[F:11])=[CH:4][CH:3]=1)[C:13]1[CH:18]=[CH:17][CH:16]=[CH:15][CH:14]=1, predict the reactants needed to synthesize it. The reactants are: [OH:1][C:2]1[CH:7]=[CH:6][C:5]([C:8]([F:11])([F:10])[F:9])=[CH:4][CH:3]=1.[CH2:12](Br)[C:13]1[CH:18]=[CH:17][CH:16]=[CH:15][CH:14]=1.C(=O)([O-])[O-].[K+].[K+].C(OCC)C. (3) The reactants are: [Cl:1][C:2]1[C:3]([C:8]2[CH2:11][CH2:10][C:9]=2[NH:12][C:13](=[O:24])[C:14]2[CH:19]=[CH:18][CH:17]=[CH:16][C:15]=2[C:20]([F:23])([F:22])[F:21])=[N:4][CH:5]=[CH:6][CH:7]=1.[H][H]. Given the product [Cl:1][C:2]1[C:3]([C@@H:8]2[CH2:11][CH2:10][C@@H:9]2[NH:12][C:13](=[O:24])[C:14]2[CH:19]=[CH:18][CH:17]=[CH:16][C:15]=2[C:20]([F:23])([F:22])[F:21])=[N:4][CH:5]=[CH:6][CH:7]=1, predict the reactants needed to synthesize it. (4) Given the product [CH:20]1[C:21]2=[C:22]3[C:26]([CH:27]=[CH:28][C:29]2=[N:12][C:15]=1[C:16]([O:18][CH3:19])=[O:17])=[N:25][CH:24]=[CH:23]3, predict the reactants needed to synthesize it. The reactants are: N1C2C=CC=C(C=O)C=2C=C1.[N:12]([C:15](=[CH:20][C:21]1[CH:29]=[CH:28][CH:27]=[C:26]2[C:22]=1[CH:23]=[CH:24][NH:25]2)[C:16]([O:18][CH3:19])=[O:17])=[N+]=[N-].F[P-](F)(F)(F)(F)F.N1(O[P+](N(C)C)(N(C)C)N(C)C)C2C=CC=CC=2N=N1.CCN(C(C)C)C(C)C.